From a dataset of Reaction yield outcomes from USPTO patents with 853,638 reactions. Predict the reaction yield, written as a fraction of the theoretical maximum amount of product (1.0 means a 100% yield; for example, 0.34 means a 34% yield). (1) The reactants are N1C2C(=CC=CC=2)C=C1.[CH:10]1([CH2:13][O:14][C:15]2[CH:16]=[C:17]([CH2:26][N:27]3[C:35]4[C:30](=[CH:31][CH:32]=[CH:33][CH:34]=4)[C:29]([CH2:36][C:37]4[CH:42]=[CH:41][CH:40]=[C:39]([C:43]([F:46])([F:45])[F:44])[CH:38]=4)=[C:28]3[C:47]([O:49][CH2:50][CH3:51])=[O:48])[CH:18]=[C:19]([O:21]S(C)(=O)=O)[CH:20]=2)[CH2:12][CH2:11]1.CCCC[N+](CCCC)(CCCC)CCCC.[F-]. The catalyst is C1COCC1.CCOC(C)=O. The product is [CH:10]1([CH2:13][O:14][C:15]2[CH:16]=[C:17]([CH2:26][N:27]3[C:35]4[C:30](=[CH:31][CH:32]=[CH:33][CH:34]=4)[C:29]([CH2:36][C:37]4[CH:42]=[CH:41][CH:40]=[C:39]([C:43]([F:45])([F:46])[F:44])[CH:38]=4)=[C:28]3[C:47]([O:49][CH2:50][CH3:51])=[O:48])[CH:18]=[C:19]([OH:21])[CH:20]=2)[CH2:12][CH2:11]1. The yield is 0.680. (2) The reactants are [Cl:1][C:2]1[CH:8]=[C:7]([C:9]([F:12])([F:11])[F:10])[CH:6]=[CH:5][C:3]=1[NH2:4].[Cl:13]C1C=CC(C(F)(F)F)=CC=1N.CN1C(=O)CCC1.S(Cl)(Cl)(=O)=O. The catalyst is ClC1C=CC=CC=1. The product is [Cl:1][C:2]1[CH:8]=[C:7]([C:9]([F:10])([F:11])[F:12])[CH:6]=[C:5]([Cl:13])[C:3]=1[NH2:4]. The yield is 0.940. (3) The product is [C:11]1([C:2]2[N:7]=[C:6]([C:8]([OH:10])=[O:9])[CH:5]=[CH:4][CH:3]=2)[CH:16]=[CH:15][CH:14]=[CH:13][CH:12]=1. The yield is 0.180. The reactants are Br[C:2]1[N:7]=[C:6]([C:8]([OH:10])=[O:9])[CH:5]=[CH:4][CH:3]=1.[C:11]1(B(O)O)[CH:16]=[CH:15][CH:14]=[CH:13][CH:12]=1.C(=O)([O-])[O-].[Cs+].[Cs+]. The catalyst is CN(C=O)C.O. (4) The reactants are [F:1][CH:2]([F:33])[C:3]1[N:7]([C:8]2[N:13]=[C:12]([N:14]3[CH2:19][CH2:18][O:17][CH2:16][CH2:15]3)[N:11]=[C:10]([N:20]3[CH2:25][CH2:24][CH2:23][C@H:22]([NH2:26])[CH2:21]3)[N:9]=2)[C:6]2[CH:27]=[CH:28][CH:29]=[C:30]([O:31][CH3:32])[C:5]=2[N:4]=1.[Cl:34][CH2:35][S:36](Cl)(=[O:38])=[O:37].C([O-])([O-])=O.[K+].[K+]. The catalyst is C(Cl)Cl. The product is [Cl:34][CH2:35][S:36]([NH:26][C@H:22]1[CH2:23][CH2:24][CH2:25][N:20]([C:10]2[N:9]=[C:8]([N:7]3[C:6]4[CH:27]=[CH:28][CH:29]=[C:30]([O:31][CH3:32])[C:5]=4[N:4]=[C:3]3[CH:2]([F:1])[F:33])[N:13]=[C:12]([N:14]3[CH2:15][CH2:16][O:17][CH2:18][CH2:19]3)[N:11]=2)[CH2:21]1)(=[O:38])=[O:37]. The yield is 0.570. (5) The reactants are [F:1][C:2]1[CH:7]=[CH:6][C:5]([N:8]2[CH2:13][CH2:12][NH:11][CH2:10][CH2:9]2)=[C:4]([S:14]([CH3:17])(=[O:16])=[O:15])[CH:3]=1.[CH:18]1[C:27]2[C:22](=[CH:23][CH:24]=[CH:25][CH:26]=2)[CH:21]=[CH:20][C:19]=1[S:28](Cl)(=[O:30])=[O:29].C(N(C(C)C)CC)(C)C. The catalyst is ClCCl. The product is [F:1][C:2]1[CH:7]=[CH:6][C:5]([N:8]2[CH2:9][CH2:10][N:11]([S:28]([C:19]3[CH:20]=[CH:21][C:22]4[C:27](=[CH:26][CH:25]=[CH:24][CH:23]=4)[CH:18]=3)(=[O:30])=[O:29])[CH2:12][CH2:13]2)=[C:4]([S:14]([CH3:17])(=[O:16])=[O:15])[CH:3]=1. The yield is 0.618. (6) The reactants are [CH3:1][O:2][C:3]1[CH:8]=[CH:7][C:6]([C:9]([NH:20][CH2:21][CH2:22][CH2:23][CH2:24][CH2:25][C:26]([N:28]2[C:39]3[C:31](=[C:32]4[C:36](=[CH:37][CH:38]=3)[NH:35][CH:34]([C:40]([O:42]C)=[O:41])[CH2:33]4)[CH:30]=[CH:29]2)=[O:27])([C:14]2[CH:19]=[CH:18][CH:17]=[CH:16][CH:15]=2)[C:10](=[CH2:13])[CH:11]=[CH2:12])=[CH:5][CH:4]=1.C1COCC1.[Li+].[OH-]. The catalyst is CO. The product is [CH3:1][O:2][C:3]1[CH:8]=[CH:7][C:6]([C:9]([NH:20][CH2:21][CH2:22][CH2:23][CH2:24][CH2:25][C:26]([N:28]2[C:39]3[C:31](=[C:32]4[C:36](=[CH:37][CH:38]=3)[NH:35][CH:34]([C:40]([OH:42])=[O:41])[CH2:33]4)[CH:30]=[CH:29]2)=[O:27])([C:14]2[CH:15]=[CH:16][CH:17]=[CH:18][CH:19]=2)[C:10](=[CH2:13])[CH:11]=[CH2:12])=[CH:5][CH:4]=1. The yield is 0.940.